This data is from Blood-brain barrier permeability regression values from the B3DB database. The task is: Regression/Classification. Given a drug SMILES string, predict its absorption, distribution, metabolism, or excretion properties. Task type varies by dataset: regression for continuous measurements (e.g., permeability, clearance, half-life) or binary classification for categorical outcomes (e.g., BBB penetration, CYP inhibition). For this dataset (b3db_regression), we predict Y. (1) The compound is CC1=NC(=C(C(=O)N1)[N+](=O)[O-])N2CCC3=CC=CC=C3CC2. The Y is -0.590 log(BB ratio). (2) The compound is CCNC(=O)C(C1=CC=CC=C1)C(=O)N. The Y is -0.190 log(BB ratio). (3) The compound is CC(C)(C)NC(=O)[C@@H]1C[C@@H]2CCCC[C@@H]2CN1C[C@H]([C@H](CC3=CC=CC=C3)NC(=O)[C@H](CC(=O)N)NC(=O)C4=NC5=CC=CC=C5C=C4)O. The Y is -0.950 log(BB ratio). (4) The drug is C1C[C@H](O[C@@H]1CO)N2C=CC(=NC2=O)N. The Y is -1.50 log(BB ratio). (5) The drug is CC1=CSC(=N1)N=C(N)N. The Y is -0.0400 log(BB ratio). (6) The molecule is COC1=C(C=C(C=C1)N2CCCC2=O)CNC3CCCNC3C4=CC=CC=C4. The Y is -0.220 log(BB ratio). (7) The Y is -0.180 log(BB ratio). The compound is C[C@H](C1=CC=C(C=C1)CC(C)C)C(=O)O. (8) The drug is CN(C)CCC=C1C2=CC=CC=C2CCC3=CC=CC=C31. The Y is 0.900 log(BB ratio).